From a dataset of Reaction yield outcomes from USPTO patents with 853,638 reactions. Predict the reaction yield, written as a fraction of the theoretical maximum amount of product (1.0 means a 100% yield; for example, 0.34 means a 34% yield). (1) The reactants are [BH4-].[Na+].[C:3]([C:7]1[CH:12]=[CH:11][C:10]([N+:13]([O-])=O)=[CH:9][C:8]=1[F:16])([CH3:6])([CH3:5])[CH3:4].O. The catalyst is CO. The product is [C:3]([C:7]1[CH:12]=[CH:11][C:10]([NH2:13])=[CH:9][C:8]=1[F:16])([CH3:6])([CH3:4])[CH3:5]. The yield is 0.740. (2) The reactants are [C@H:1]1([C:10]([OH:12])=[O:11])[CH2:6][CH2:5][C@H:4]([C:7]([OH:9])=O)[CH2:3][CH2:2]1.CI.[C:15](=O)([O-])[O-].[K+].[K+].C(OCC)C.CN(C)[CH:28]=[O:29]. The catalyst is O. The product is [C@H:4]1([C:7]([O:29][CH3:28])=[O:9])[CH2:3][CH2:2][C@H:1]([C:10]([O:12][CH3:15])=[O:11])[CH2:6][CH2:5]1. The yield is 0.700. (3) The reactants are [O:1]=[C:2]1[CH2:7][CH:6]([CH2:8][NH:9][C:10]2[CH:11]=[CH:12][C:13]3[N:14]([C:16]([C:19]4[CH:24]=[CH:23][CH:22]=[C:21]([O:25][C:26]([F:29])([F:28])[F:27])[CH:20]=4)=[CH:17][N:18]=3)[N:15]=2)[CH2:5][CH2:4][N:3]1C(OC(C)(C)C)=O.C(O)(C(F)(F)F)=O. The catalyst is C(Cl)Cl. The product is [F:28][C:26]([F:27])([F:29])[O:25][C:21]1[CH:20]=[C:19]([C:16]2[N:14]3[N:15]=[C:10]([NH:9][CH2:8][CH:6]4[CH2:5][CH2:4][NH:3][C:2](=[O:1])[CH2:7]4)[CH:11]=[CH:12][C:13]3=[N:18][CH:17]=2)[CH:24]=[CH:23][CH:22]=1. The yield is 0.0660. (4) The reactants are [N+:1]([C:4]1[CH:13]=[C:12]2[C:7]([CH2:8][CH2:9][CH2:10][CH:11]2[OH:14])=[CH:6][CH:5]=1)([O-])=O. The catalyst is CO. The product is [NH2:1][C:4]1[CH:13]=[C:12]2[C:7]([CH2:8][CH2:9][CH2:10][CH:11]2[OH:14])=[CH:6][CH:5]=1. The yield is 0.950. (5) The reactants are [CH3:1][N:2]1[C:6]2[CH:7]=[CH:8][CH:9]=[CH:10][C:5]=2[N:4]=[C:3]1[CH:11]=O.[CH2:13]([O:15][CH:16]([O:19][CH2:20]C)[CH2:17][NH2:18])C.[BH3-]C#N.[Na+]. The catalyst is CO.C(O)(=O)C. The product is [CH3:13][O:15][CH:16]([O:19][CH3:20])[CH2:17][NH:18][CH2:11][C:3]1[N:2]([CH3:1])[C:6]2[CH:7]=[CH:8][CH:9]=[CH:10][C:5]=2[N:4]=1. The yield is 0.640. (6) The reactants are [CH3:1][CH2:2][NH:3][C:4]([C@H:6]1[O:10][CH:9]([N:11]2[C:15]3[N:16]=[C:17]([NH:21][CH2:22][CH2:23][C:24]4[CH:29]=[CH:28][C:27]([CH2:30][CH2:31][C:32]([OH:34])=[O:33])=[CH:26][CH:25]=4)[N:18]=[C:19]([NH2:20])[C:14]=3[N:13]=[CH:12]2)[C@@H:8]([OH:35])[C@H:7]1[OH:36])=[O:5].[Si](C=[N+]=[N-])(C)(C)[CH3:38].CO.O. The product is [CH3:38][O:33][C:32](=[O:34])[CH2:31][CH2:30][C:27]1[CH:28]=[CH:29][C:24]([CH2:23][CH2:22][NH:21][C:17]2[N:16]=[C:15]3[C:14]([N:13]=[CH:12][N:11]3[CH:9]3[CH:8]([OH:35])[CH:7]([OH:36])[CH:6]([C:4](=[O:5])[NH:3][CH2:2][CH3:1])[O:10]3)=[C:19]([NH2:20])[N:18]=2)=[CH:25][CH:26]=1. The catalyst is CO.C(Cl)Cl. The yield is 0.660. (7) The reactants are Br[C:2]1[CH:7]=[CH:6][C:5]([C:8]2[N:12]([CH2:13][C@@H:14]3[CH2:18][CH2:17][N:16]([C:19]([CH:21]4[CH2:23][CH2:22]4)=[O:20])[CH2:15]3)[CH:11]=[N:10][N:9]=2)=[CH:4][CH:3]=1.[NH:24]1[C:32]2[CH:31]=[CH:30][CH:29]=[C:28](B(O)O)[C:27]=2[CH:26]=[CH:25]1.[O-]S([O-])(=O)=O.[Na+].[Na+]. The catalyst is O1CCOCC1.C([O-])([O-])=O.[K+].[K+].C1C=CC(P(C2C=CC=CC=2)[C-]2C=CC=C2)=CC=1.C1C=CC(P(C2C=CC=CC=2)[C-]2C=CC=C2)=CC=1.Cl[Pd]Cl.[Fe+2]. The product is [CH:21]1([C:19]([N:16]2[CH2:17][CH2:18][C@@H:14]([CH2:13][N:12]3[CH:11]=[N:10][N:9]=[C:8]3[C:5]3[CH:6]=[CH:7][C:2]([C:28]4[CH:29]=[CH:30][CH:31]=[C:32]5[C:27]=4[CH:26]=[CH:25][NH:24]5)=[CH:3][CH:4]=3)[CH2:15]2)=[O:20])[CH2:23][CH2:22]1. The yield is 0.680. (8) The reactants are CS[C:3](SC)=[C:4]1[C:13](=[O:14])[C:12]([CH3:16])([CH3:15])[C:11]2[C:6](=[CH:7][CH:8]=[CH:9][CH:10]=2)[C:5]1=[O:17].[NH2:20][C:21]1[CH:26]=[CH:25][CH:24]=[CH:23][C:22]=1[S:27]([NH2:30])(=[O:29])=[O:28]. The catalyst is C1(C)C=CC=CC=1. The product is [O:28]=[S:27]1(=[O:29])[C:22]2[CH:23]=[CH:24][CH:25]=[CH:26][C:21]=2[NH:20][C:3]([C:4]2[C:13](=[O:14])[C:12]([CH3:15])([CH3:16])[C:11]3[C:6]([C:5]=2[OH:17])=[CH:7][CH:8]=[CH:9][CH:10]=3)=[N:30]1. The yield is 0.150.